This data is from Forward reaction prediction with 1.9M reactions from USPTO patents (1976-2016). The task is: Predict the product of the given reaction. (1) Given the reactants [N+:1]([C:4]1[CH:5]=[N:6][NH:7][CH:8]=1)([O-:3])=[O:2].C([O-])([O-])=O.[K+].[K+].Br[CH2:16][CH2:17][CH2:18][OH:19], predict the reaction product. The product is: [N+:1]([C:4]1[CH:5]=[N:6][N:7]([CH2:16][CH2:17][CH2:18][OH:19])[CH:8]=1)([O-:3])=[O:2]. (2) Given the reactants [Si:1]([O:8][CH2:9][C:10]1([CH3:38])[S:16][CH2:15][CH2:14][N:13]2[C:17]([C:20]3([C:23]4[CH:28]=[CH:27][C:26](B5OC(C)(C)C(C)(C)O5)=[CH:25][CH:24]=4)[CH2:22][CH2:21]3)=[N:18][N:19]=[C:12]2[CH2:11]1)([C:4]([CH3:7])([CH3:6])[CH3:5])([CH3:3])[CH3:2].Br[C:40]1[CH:45]=[C:44]([CH3:46])[CH:43]=[CH:42][N:41]=1.C(=O)([O-])[O-].[K+].[K+], predict the reaction product. The product is: [Si:1]([O:8][CH2:9][C:10]1([CH3:38])[S:16][CH2:15][CH2:14][N:13]2[C:17]([C:20]3([C:23]4[CH:24]=[CH:25][C:26]([C:40]5[CH:45]=[C:44]([CH3:46])[CH:43]=[CH:42][N:41]=5)=[CH:27][CH:28]=4)[CH2:22][CH2:21]3)=[N:18][N:19]=[C:12]2[CH2:11]1)([C:4]([CH3:5])([CH3:6])[CH3:7])([CH3:3])[CH3:2]. (3) Given the reactants [CH:1]([N:4]([CH:19]([CH3:21])[CH3:20])[C:5]([C:7]1[CH:12]=[CH:11][N:10]=[C:9]([O:13][CH2:14][CH3:15])[C:8]=1B(O)O)=[O:6])([CH3:3])[CH3:2].I[C:23]1[CH:29]=[C:28]([F:30])[CH:27]=[CH:26][C:24]=1[NH2:25].C(=O)([O-])[O-].[Na+].[Na+], predict the reaction product. The product is: [NH2:25][C:24]1[CH:23]=[CH:29][C:28]([F:30])=[CH:27][C:26]=1[C:8]1[C:9]([O:13][CH2:14][CH3:15])=[N:10][CH:11]=[CH:12][C:7]=1[C:5]([N:4]([CH:19]([CH3:21])[CH3:20])[CH:1]([CH3:3])[CH3:2])=[O:6]. (4) Given the reactants [Br:1][C:2]1[C:3]([N:19]([CH3:24])[S:20]([CH3:23])(=[O:22])=[O:21])=[CH:4][C:5]2[O:9][C:8]([C:10](OC)=[O:11])=[C:7]([C:14](=[O:17])[NH:15][CH3:16])[C:6]=2[CH:18]=1.O.[NH2:26][NH2:27], predict the reaction product. The product is: [Br:1][C:2]1[C:3]([N:19]([CH3:24])[S:20]([CH3:23])(=[O:22])=[O:21])=[CH:4][C:5]2[O:9][C:8]([C:10]([NH:26][NH2:27])=[O:11])=[C:7]([C:14]([NH:15][CH3:16])=[O:17])[C:6]=2[CH:18]=1. (5) Given the reactants [CH:1]([C:3]1[CH:10]=[CH:9][C:6]([C:7]#[N:8])=[CH:5][CH:4]=1)=O.[NH2:11][CH2:12][CH2:13][C:14]1[C:22]2[C:17](=[CH:18][CH:19]=[CH:20][CH:21]=2)[NH:16][CH:15]=1.[OH:23]/[C:24](=[CH:30]\[C:31](=[O:38])[C:32]1[CH:33]=[N:34][CH:35]=[CH:36][CH:37]=1)/[C:25](OCC)=[O:26], predict the reaction product. The product is: [NH:16]1[C:17]2[C:22](=[CH:21][CH:20]=[CH:19][CH:18]=2)[C:14]([CH2:13][CH2:12][N:11]2[C:25](=[O:26])[C:24]([OH:23])=[C:30]([C:31](=[O:38])[C:32]3[CH:37]=[CH:36][CH:35]=[N:34][CH:33]=3)[CH:1]2[C:3]2[CH:10]=[CH:9][C:6]([C:7]#[N:8])=[CH:5][CH:4]=2)=[CH:15]1. (6) Given the reactants CS(OC[CH:7]1[CH2:12][CH2:11][C:10](=[O:13])[N:9]([C@H:14]([C:17]([NH2:19])=[O:18])[CH2:15][CH3:16])[CH2:8]1)(=O)=O.[I-:20].[Na+].[CH2:22]1COCC1, predict the reaction product. The product is: [I:20][CH2:22][CH:12]1[CH2:7][CH2:8][N:9]([C@@H:14]([CH2:15][CH3:16])[C:17]([NH2:19])=[O:18])[C:10](=[O:13])[CH2:11]1. (7) The product is: [CH2:1]([O:3][C:4]([N:6]1[CH2:7][CH2:8][N:9]([C:42]([C:39]2[CH:40]=[CH:41][C:36]([N:27]3[N:26]=[C:25]([C:18]4[CH:19]=[CH:20][C:21]([O:22][CH2:23][CH3:24])=[C:16]([O:15][CH2:13][CH3:14])[CH:17]=4)[C@@H:34]4[C@@H:29]([CH2:30][CH:31]=[CH:32][CH2:33]4)[C:28]3=[O:35])=[CH:37][CH:38]=2)=[O:43])[CH2:10][CH2:11]1)=[O:5])[CH3:2]. Given the reactants [CH2:1]([O:3][C:4]([N:6]1[CH2:11][CH2:10][NH:9][CH2:8][CH2:7]1)=[O:5])[CH3:2].Cl.[CH2:13]([O:15][C:16]1[CH:17]=[C:18]([C:25]2[C@@H:34]3[C@@H:29]([CH2:30][CH:31]=[CH:32][CH2:33]3)[C:28](=[O:35])[N:27]([C:36]3[CH:41]=[CH:40][C:39]([C:42](N4CCN(C5C=CC=CC=5)CC4)=[O:43])=[CH:38][CH:37]=3)[N:26]=2)[CH:19]=[CH:20][C:21]=1[O:22][CH2:23][CH3:24])[CH3:14], predict the reaction product.